Dataset: Full USPTO retrosynthesis dataset with 1.9M reactions from patents (1976-2016). Task: Predict the reactants needed to synthesize the given product. (1) Given the product [F:27][C:21]1[CH:22]=[C:23]([F:26])[CH:24]=[CH:25][C:20]=1[N:16]1[C:15]([C:9]2[S:8][C:7]3[C:6]4[N:28]=[C:2]([N:30]([CH3:29])[CH2:31][CH2:32][OH:33])[CH:3]=[CH:4][C:5]=4[O:14][CH2:13][CH2:12][C:11]=3[CH:10]=2)=[N:19][CH:18]=[N:17]1, predict the reactants needed to synthesize it. The reactants are: Cl[C:2]1[CH:3]=[CH:4][C:5]2[O:14][CH2:13][CH2:12][C:11]3[CH:10]=[C:9]([C:15]4[N:16]([C:20]5[CH:25]=[CH:24][C:23]([F:26])=[CH:22][C:21]=5[F:27])[N:17]=[CH:18][N:19]=4)[S:8][C:7]=3[C:6]=2[N:28]=1.[CH3:29][NH:30][CH2:31][CH2:32][O:33][Si](C)(C)C.CC(C1C=C(C(C)C)C(C2C=CC=CC=2P(C2CCCCC2)C2CCCCC2)=C(C(C)C)C=1)C.CC(C)([O-])C. (2) Given the product [Cl:35][C:36]1[CH:45]=[C:44]2[C:39]([C:40]([C:16]3[CH2:21][CH2:20][N:19]([C:22]([O:24][C:25]([CH3:26])([CH3:27])[CH3:28])=[O:23])[CH2:18][C:17]=3[C:29]([O:31][CH2:32][CH3:33])=[O:30])=[CH:41][CH:42]=[N:43]2)=[CH:38][CH:37]=1, predict the reactants needed to synthesize it. The reactants are: C1(C)C=CC=CC=1.CC1(C)C(C)(C)OB([C:16]2[CH2:21][CH2:20][N:19]([C:22]([O:24][C:25]([CH3:28])([CH3:27])[CH3:26])=[O:23])[CH2:18][C:17]=2[C:29]([O:31][CH2:32][CH3:33])=[O:30])O1.[Cl:35][C:36]1[CH:45]=[C:44]2[C:39]([C:40](I)=[CH:41][CH:42]=[N:43]2)=[CH:38][CH:37]=1.C(=O)([O-])[O-].[Na+].[Na+]. (3) Given the product [S:23]1[CH:24]=[CH:25][N:26]=[C:22]1[NH:21][S:15]([C:9]1[CH:8]=[C:7]2[C:12]([CH2:13][CH2:14][N:5]([C:3](=[O:4])[C:2]([F:20])([F:19])[F:1])[CH2:6]2)=[CH:11][CH:10]=1)(=[O:17])=[O:16], predict the reactants needed to synthesize it. The reactants are: [F:1][C:2]([F:20])([F:19])[C:3]([N:5]1[CH2:14][CH2:13][C:12]2[C:7](=[CH:8][C:9]([S:15](Cl)(=[O:17])=[O:16])=[CH:10][CH:11]=2)[CH2:6]1)=[O:4].[NH2:21][C:22]1[S:23][CH:24]=[CH:25][N:26]=1.CC#N. (4) The reactants are: CCN=C=NCCCN(C)C.[CH2:12]([N:14]1[C:18]([C:19]2[CH:20]=[C:21]([C:32](O)=[O:33])[CH:22]=[C:23]([C:25]3[CH:30]=[CH:29][C:28]([CH3:31])=[CH:27][CH:26]=3)[CH:24]=2)=[N:17][N:16]=[N:15]1)[CH3:13].C1C=CC2N(O)N=NC=2C=1.CN1C(=O)CCC1.[CH3:52][O:53][CH2:54][CH:55]([NH2:57])[CH3:56]. Given the product [CH3:52][O:53][CH2:54][CH:55]([NH:57][C:32]([C:21]1[CH:22]=[C:23]([C:25]2[CH:26]=[CH:27][C:28]([CH3:31])=[CH:29][CH:30]=2)[CH:24]=[C:19]([C:18]2[N:14]([CH2:12][CH3:13])[N:15]=[N:16][N:17]=2)[CH:20]=1)=[O:33])[CH3:56], predict the reactants needed to synthesize it. (5) Given the product [Cl:35][C:31]1[N:30]=[CH:29][N:28]=[C:27]2[C:32]=1[N:33]=[CH:34][N:26]2[CH:25]1[CH:20]2[CH:21]([O:22][CH:18]([C:15]3[CH:14]=[CH:13][C:12]([O:11][CH2:10][CH2:9][CH2:8][CH2:7][CH2:6][C:5]([OH:38])=[O:4])=[CH:17][CH:16]=3)[O:19]2)[CH:23]([CH2:36][OH:37])[O:24]1, predict the reactants needed to synthesize it. The reactants are: C([O:4][C:5](=[O:38])[CH2:6][CH2:7][CH2:8][CH2:9][CH2:10][O:11][C:12]1[CH:17]=[CH:16][C:15]([CH:18]2[O:22][CH:21]3[CH:23]([CH2:36][OH:37])[O:24][CH:25]([N:26]4[CH:34]=[N:33][C:32]5[C:27]4=[N:28][CH:29]=[N:30][C:31]=5[Cl:35])[CH:20]3[O:19]2)=[CH:14][CH:13]=1)C=C.CC1(C)CC(=O)CC(=O)C1. (6) Given the product [NH2:28][C@H:23]1[CH2:24][C@@H:25]([CH3:27])[CH2:26][N:21]([C:20]2[CH:19]=[CH:18][N:17]=[CH:16][C:15]=2[NH:14][C:12]([C:9]2[N:8]=[C:7]3[N:36]=[C:4]([CH:1]4[CH2:3][CH2:2]4)[S:5][C:6]3=[CH:11][CH:10]=2)=[O:13])[CH2:22]1, predict the reactants needed to synthesize it. The reactants are: [CH:1]1([C:4]2[S:5][C:6]3[C:7]([N:36]=2)=[N:8][C:9]([C:12]([NH:14][C:15]2[CH:16]=[N:17][CH:18]=[CH:19][C:20]=2[N:21]2[CH2:26][C@H:25]([CH3:27])[CH2:24][C@H:23]([NH:28]C(=O)OC(C)(C)C)[CH2:22]2)=[O:13])=[CH:10][CH:11]=3)[CH2:3][CH2:2]1.Cl.O1CCOCC1.N. (7) Given the product [ClH:49].[O:1]1[CH2:6][CH2:5][N:4]([C:7]2[C:8]3[N:9]([CH:32]=[C:33]([NH:35][C:36]([C:38]4[CH:47]=[CH:46][C:45]5[C:40](=[CH:41][CH:42]=[CH:43][CH:44]=5)[N:39]=4)=[O:37])[N:34]=3)[C:10]([C:13]3[CH:18]=[N:17][C:16]([N:19]4[CH2:20][CH2:21][NH:22][CH2:23][CH2:24]4)=[CH:15][CH:14]=3)=[CH:11][N:12]=2)[CH2:3][CH2:2]1, predict the reactants needed to synthesize it. The reactants are: [O:1]1[CH2:6][CH2:5][N:4]([C:7]2[C:8]3[N:9]([CH:32]=[C:33]([NH:35][C:36]([C:38]4[CH:47]=[CH:46][C:45]5[C:40](=[CH:41][CH:42]=[CH:43][CH:44]=5)[N:39]=4)=[O:37])[N:34]=3)[C:10]([C:13]3[CH:14]=[CH:15][C:16]([N:19]4[CH2:24][CH2:23][N:22](C(OC(C)(C)C)=O)[CH2:21][CH2:20]4)=[N:17][CH:18]=3)=[CH:11][N:12]=2)[CH2:3][CH2:2]1.C(Cl)[Cl:49]. (8) Given the product [C:14]([C:13]1[CH:12]=[C:11]([C:8]2[CH:7]=[C:6]3[C:5](=[CH:10][CH:9]=2)[CH2:4][C:3]2([CH2:19][CH2:20][CH2:28][C:27]4[CH:23]=[CH:22][CH:21]=[CH:25][C:26]=4[CH2:2]2)[C:24]3=[N:35][C:34]#[N:33])[CH:18]=[CH:17][CH:16]=1)#[N:15], predict the reactants needed to synthesize it. The reactants are: O=[C:2]1[C:10]2[C:5](=[CH:6][CH:7]=[C:8]([C:11]3[CH:12]=[C:13]([CH:16]=[CH:17][CH:18]=3)[C:14]#[N:15])[CH:9]=2)[CH2:4][C:3]21[CH2:24][CH2:23][CH2:22][C:21]1[CH:25]=[CH:26][CH:27]=[CH:28][C:20]=1[CH2:19]2.C[Si]([N:33]=[C:34]=[N:35][Si](C)(C)C)(C)C. (9) Given the product [Cl:1][C:2]1[C:7]([C:8]#[N:9])=[CH:6][N:5]=[C:4]2[S:10][C:11]([C:14]3[CH:19]=[CH:18][CH:17]=[CH:16][CH:15]=3)=[CH:12][C:3]=12, predict the reactants needed to synthesize it. The reactants are: [Cl:1][C:2]1[C:7]([C:8]#[N:9])=[CH:6][N:5]=[C:4]2[S:10][C:11](I)=[CH:12][C:3]=12.[C:14]1(B(O)O)[CH:19]=[CH:18][CH:17]=[CH:16][CH:15]=1.